This data is from Full USPTO retrosynthesis dataset with 1.9M reactions from patents (1976-2016). The task is: Predict the reactants needed to synthesize the given product. (1) The reactants are: [Cr:1]([O:5][Cr:6]([O-:9])(=[O:8])=[O:7])([O-:4])(=[O:3])=[O:2].[Cr](O[Cr]([O-])(=O)=O)([O-])(=O)=[O:11].[Na+:19].[Na+].[Cr]([O-])([O-])(=O)=O.[Na+].[Na+].S(=O)(=O)(O)O. Given the product [OH2:2].[OH2:11].[Cr:1]([O:5][Cr:6]([O-:9])(=[O:8])=[O:7])([O-:4])(=[O:3])=[O:2].[Na+:19].[Na+:19], predict the reactants needed to synthesize it. (2) Given the product [C:1]([OH:8])(=[O:7])/[CH:2]=[CH:3]\[C:4]([OH:6])=[O:5].[Cl:9][C:10]1[C:11]([F:40])=[C:12]([CH:37]=[CH:38][CH:39]=1)[NH:13][C:14]1[C:23]2[C:18](=[CH:19][C:20]([O:35][CH3:36])=[C:21]([O:24][CH:25]3[CH2:30][CH2:29][N:28]([C:31](=[O:34])[CH2:32][OH:33])[CH2:27][CH2:26]3)[CH:22]=2)[N:17]=[CH:16][N:15]=1, predict the reactants needed to synthesize it. The reactants are: [C:1]([OH:8])(=[O:7])/[CH:2]=[CH:3]\[C:4]([OH:6])=[O:5].[Cl:9][C:10]1[C:11]([F:40])=[C:12]([CH:37]=[CH:38][CH:39]=1)[NH:13][C:14]1[C:23]2[C:18](=[CH:19][C:20]([O:35][CH3:36])=[C:21]([O:24][CH:25]3[CH2:30][CH2:29][N:28]([C:31](=[O:34])[CH2:32][OH:33])[CH2:27][CH2:26]3)[CH:22]=2)[N:17]=[CH:16][N:15]=1. (3) Given the product [C:3]([SiH2:7][O:8][C:9]([CH3:22])([CH3:21])[C:10]1[O:11][CH:12]=[C:13]([CH2:15][N:28]2[N:27]=[C:26]([N+:23]([O-:25])=[O:24])[CH:30]=[N:29]2)[N:14]=1)([CH3:6])([CH3:5])[CH3:4], predict the reactants needed to synthesize it. The reactants are: N#N.[C:3]([SiH2:7][O:8][C:9]([CH3:22])([CH3:21])[C:10]1[O:11][CH:12]=[C:13]([CH2:15]OS(C)(=O)=O)[N:14]=1)([CH3:6])([CH3:5])[CH3:4].[N+:23]([C:26]1[CH:30]=[N:29][NH:28][N:27]=1)([O-:25])=[O:24].CCN(C(C)C)C(C)C. (4) The reactants are: ClC1C=CC([NH:8][C:9]([C:11]2[CH:19]=[CH:18][C:14]([C:15](O)=[O:16])=[CH:13][C:12]=2[NH:20][C:21]([C@H:23]2[CH2:28][CH2:27][C@H:26]([N:29]3[CH2:34][CH2:33][O:32][CH2:31][C:30]3=[O:35])[CH2:25][CH2:24]2)=[O:22])=[O:10])=NC=1.[ClH:36].[CH3:37][NH:38][CH3:39].ON1C2C=C[CH:48]=[CH:49][C:44]=2N=N1.Cl.[CH2:51]([N:53]=[C:54]=NCCCN(C)C)C.C(=O)([O-])O.[Na+]. Given the product [Cl:36][C:48]1[CH:49]=[CH:44][C:37]([NH:8][C:9](=[O:10])[C:11]2[CH:19]=[CH:18][C:14]([C:15]([N:53]([CH3:54])[CH3:51])=[O:16])=[CH:13][C:12]=2[NH:20][C:21]([C@H:23]2[CH2:28][CH2:27][C@H:26]([N:29]3[CH2:34][CH2:33][O:32][CH2:31][C:30]3=[O:35])[CH2:25][CH2:24]2)=[O:22])=[N:38][CH:39]=1, predict the reactants needed to synthesize it. (5) Given the product [CH2:6]([O:5][C:4](=[O:10])[NH:3][CH:11]1[CH2:12][CH2:13][N:14]([CH2:18][C:19]2[CH:20]=[CH:21][C:22]([C:25]([OH:34])([C:26]([F:27])([F:28])[F:29])[C:30]([F:31])([F:32])[F:33])=[CH:23][CH:24]=2)[CH2:15][CH2:16]1)[CH3:9], predict the reactants needed to synthesize it. The reactants are: C([N:3]([CH:11]1[CH2:16][CH2:15][NH:14][CH2:13][CH2:12]1)[C:4](=[O:10])[O:5][C:6]([CH3:9])(C)C)C.Br[CH2:18][C:19]1[CH:24]=[CH:23][C:22]([C:25]([OH:34])([C:30]([F:33])([F:32])[F:31])[C:26]([F:29])([F:28])[F:27])=[CH:21][CH:20]=1.C(=O)([O-])O.[Na+]. (6) The reactants are: [I:1][C:2]1[CH:3]=[C:4]2[C:8](=[CH:9][CH:10]=1)[NH:7][C:6](=[O:11])[C:5]2=O.[NH2:13][C:14]1[CH:23]=[CH:22][C:21]([N+:24]([O-:26])=[O:25])=[CH:20][C:15]=1[C:16]([NH:18][NH2:19])=[O:17]. Given the product [I:1][C:2]1[CH:3]=[C:4]2[C:8](=[CH:9][CH:10]=1)[NH:7][C:6](=[O:11])[C:5]2=[N:19][NH:18][C:16](=[O:17])[C:15]1[CH:20]=[C:21]([N+:24]([O-:26])=[O:25])[CH:22]=[CH:23][C:14]=1[NH2:13], predict the reactants needed to synthesize it. (7) Given the product [CH3:5][N:3]([CH2:4][CH:8]1[C:9](=[O:22])[CH2:10][C@H:11]([C:13]2[CH:18]=[CH:17][N:16]=[CH:15][C:14]=2[N+:19]([O-:21])=[O:20])[O:12][C@@H:7]1[CH3:6])[CH3:2], predict the reactants needed to synthesize it. The reactants are: [I-].[CH3:2][N+:3](=[CH2:5])[CH3:4].[CH3:6][C@H:7]1[O:12][C@@H:11]([C:13]2[CH:18]=[CH:17][N:16]=[CH:15][C:14]=2[N+:19]([O-:21])=[O:20])[CH2:10][C:9]([O:22][Si](CC)(CC)CC)=[CH:8]1.Cl.[OH-].[Na+].